This data is from Forward reaction prediction with 1.9M reactions from USPTO patents (1976-2016). The task is: Predict the product of the given reaction. (1) Given the reactants [Cl:1][C:2]1[C:3]([N:10]2[CH2:15][CH2:14][N:13]([C:16]([O:18][C:19]([CH3:22])([CH3:21])[CH3:20])=[O:17])[CH2:12][CH2:11]2)=[N:4][CH:5]=[C:6]([C:8]#[N:9])[CH:7]=1.[NH2:23][OH:24], predict the reaction product. The product is: [Cl:1][C:2]1[C:3]([N:10]2[CH2:15][CH2:14][N:13]([C:16]([O:18][C:19]([CH3:22])([CH3:21])[CH3:20])=[O:17])[CH2:12][CH2:11]2)=[N:4][CH:5]=[C:6]([C:8]([NH:23][OH:24])=[NH:9])[CH:7]=1. (2) Given the reactants [O:1]=[C:2]1[N:6]([C:7]2[CH:8]=[CH:9][C:10]3[C:16](=[O:17])[CH2:15][CH2:14][CH2:13][CH2:12][C:11]=3[CH:18]=2)[CH2:5][C@H:4]([CH2:19][NH:20][C:21](=[O:23])[CH3:22])[O:3]1.[Li+].C[Si]([N-][Si](C)(C)C)(C)C.[CH2:34]([O:41][CH2:42][C:43](Cl)=[O:44])[C:35]1[CH:40]=[CH:39][CH:38]=[CH:37][CH:36]=1.[Cl-].[NH4+], predict the reaction product. The product is: [CH2:34]([O:41][CH2:42][C:43]([CH:15]1[CH2:14][CH2:13][CH2:12][C:11]2[CH:18]=[C:7]([N:6]3[CH2:5][C@H:4]([CH2:19][NH:20][C:21](=[O:23])[CH3:22])[O:3][C:2]3=[O:1])[CH:8]=[CH:9][C:10]=2[C:16]1=[O:17])=[O:44])[C:35]1[CH:40]=[CH:39][CH:38]=[CH:37][CH:36]=1. (3) Given the reactants [S:1]1[CH:5]=[CH:4][CH:3]=[C:2]1[S:6]([NH:9][C:10]1[CH:11]=[CH:12][CH:13]=[C:14]2[C:18]=1[NH:17][C:16]([C:19](=[S:21])[NH2:20])=[CH:15]2)(=[O:8])=[O:7].Br[CH:23]([CH:26]=O)[CH:24]=[O:25].CN(C)C(=O)C, predict the reaction product. The product is: [OH:25][CH2:24][C:23]1[S:21][C:19]([C:16]2[NH:17][C:18]3[C:14]([CH:15]=2)=[CH:13][CH:12]=[CH:11][C:10]=3[NH:9][S:6]([C:2]2[S:1][CH:5]=[CH:4][CH:3]=2)(=[O:7])=[O:8])=[N:20][CH:26]=1.